From a dataset of Forward reaction prediction with 1.9M reactions from USPTO patents (1976-2016). Predict the product of the given reaction. Given the reactants [NH2:1][CH2:2][CH2:3][OH:4].[I:5][C:6]1[CH:11]=[CH:10][C:9](I)=[CH:8][CH:7]=1.C(O)CO.P([O-])([O-])([O-])=O.[K+].[K+].[K+], predict the reaction product. The product is: [I:5][C:6]1[CH:11]=[CH:10][C:9]([NH:1][CH2:2][CH2:3][OH:4])=[CH:8][CH:7]=1.